Regression/Classification. Given a drug SMILES string, predict its absorption, distribution, metabolism, or excretion properties. Task type varies by dataset: regression for continuous measurements (e.g., permeability, clearance, half-life) or binary classification for categorical outcomes (e.g., BBB penetration, CYP inhibition). Dataset: cyp2d6_veith. From a dataset of CYP2D6 inhibition data for predicting drug metabolism from PubChem BioAssay. (1) The result is 0 (non-inhibitor). The compound is O=C(c1cnccn1)N1CCC[C@@]2(CCN(c3ccncc3)C2)C1. (2) The compound is COc1cccc(=O)c2c(C)n(-c3cc(C)cc(C)c3)c(C)c12. The result is 0 (non-inhibitor). (3) The drug is O=c1c(-c2cccc(Cl)c2)nc2cncnc2n1C1CC1. The result is 0 (non-inhibitor). (4) The result is 0 (non-inhibitor). The molecule is CCOC(=O)c1ccccc1NC(=O)CSc1cccc[n+]1[O-]. (5) The compound is Cn1c(O)c(C(=N)COc2ccccc2)c(=O)n(C)c1=O. The result is 0 (non-inhibitor).